The task is: Predict the reaction yield, written as a fraction of the theoretical maximum amount of product (1.0 means a 100% yield; for example, 0.34 means a 34% yield).. This data is from Reaction yield outcomes from USPTO patents with 853,638 reactions. (1) The reactants are [F:1][C:2]1[CH:3]=[CH:4][C:5]2[N:9]=[N:8][NH:7][C:6]=2[CH:10]=1.[OH-].[Na+].[Cl:13][CH2:14][CH2:15][CH2:16]Br. The catalyst is [Br-].C([N+](CCCC)(CCCC)CCCC)CCC. The product is [Cl:13][CH2:14][CH2:15][CH2:16][N:7]1[C:6]2[CH:10]=[C:2]([F:1])[CH:3]=[CH:4][C:5]=2[N:9]=[N:8]1. The yield is 0.323. (2) The reactants are [OH:1][C:2]1[CH:3]=[C:4]([C:8]([CH3:19])([CH3:18])[CH2:9][CH2:10][CH2:11][CH2:12][C:13]([N:15]([CH3:17])[CH3:16])=[O:14])[CH:5]=[CH:6][CH:7]=1.[Br:20]Br.CCO.C(Cl)Cl. The catalyst is C(Cl)(Cl)(Cl)Cl.C(Cl)Cl. The product is [Br:20][C:7]1[CH:6]=[CH:5][C:4]([C:8]([CH3:19])([CH3:18])[CH2:9][CH2:10][CH2:11][CH2:12][C:13]([N:15]([CH3:17])[CH3:16])=[O:14])=[CH:3][C:2]=1[OH:1]. The yield is 0.640. (3) The reactants are F[C:2]1[CH:7]=[C:6]([C:8]2[C:16]3[C:11](=[CH:12][N:13]=[C:14]([C:17]4[CH:18]=[N:19][CH:20]=[CH:21][CH:22]=4)[CH:15]=3)[N:10](C3CCCCO3)[N:9]=2)[CH:5]=[CH:4][N:3]=1.[CH2:29]([NH2:32])[CH2:30][NH2:31]. No catalyst specified. The product is [N:19]1[CH:20]=[CH:21][CH:22]=[C:17]([C:14]2[CH:15]=[C:16]3[C:8]([C:6]4[CH:5]=[CH:4][N:3]=[C:2]([NH:31][CH2:30][CH2:29][NH2:32])[CH:7]=4)=[N:9][NH:10][C:11]3=[CH:12][N:13]=2)[CH:18]=1. The yield is 0.640. (4) The reactants are [CH3:1][N:2]1[C:6]2[CH:7]=[CH:8][CH:9]=[CH:10][C:5]=2[N:4]([CH2:11][CH2:12][CH2:13][N:14]2[CH2:41][CH2:40][C:17]3([N:21]([C:22]4[CH:27]=[CH:26][CH:25]=[CH:24][CH:23]=4)[CH2:20][N:19]([CH2:28][C:29]4[CH:30]=[C:31]([CH:36]=[CH:37][CH:38]=4)[C:32]([O:34]C)=[O:33])[C:18]3=[O:39])[CH2:16][CH2:15]2)[C:3]1=[O:42].[OH-].[Li+].CO. The catalyst is O. The product is [CH3:1][N:2]1[C:6]2[CH:7]=[CH:8][CH:9]=[CH:10][C:5]=2[N:4]([CH2:11][CH2:12][CH2:13][N:14]2[CH2:15][CH2:16][C:17]3([N:21]([C:22]4[CH:27]=[CH:26][CH:25]=[CH:24][CH:23]=4)[CH2:20][N:19]([CH2:28][C:29]4[CH:30]=[C:31]([CH:36]=[CH:37][CH:38]=4)[C:32]([OH:34])=[O:33])[C:18]3=[O:39])[CH2:40][CH2:41]2)[C:3]1=[O:42]. The yield is 0.170. (5) The reactants are [CH:1]1[C:6]([CH:7]([OH:10])[CH2:8][NH2:9])=[CH:5][CH:4]=[C:3]([OH:11])[CH:2]=1.Cl.[C:13]([NH:20][C:21](N1C=CC=N1)=[N:22][C:23]([O:25][C:26]([CH3:29])([CH3:28])[CH3:27])=[O:24])([O:15][C:16]([CH3:19])([CH3:18])[CH3:17])=[O:14]. The catalyst is CN(C=O)C. The product is [OH:10][CH:7]([C:6]1[CH:5]=[CH:4][C:3]([OH:11])=[CH:2][CH:1]=1)[CH2:8][NH:9][C:21]([NH:20][C:13]([O:15][C:16]([CH3:19])([CH3:18])[CH3:17])=[O:14])=[N:22][C:23]([O:25][C:26]([CH3:29])([CH3:28])[CH3:27])=[O:24]. The yield is 0.730. (6) The reactants are [Cl:1][C:2]1[C:3]([F:31])=[C:4]([CH:8]2[C:12]([C:15]3[CH:20]=[CH:19][C:18]([Cl:21])=[CH:17][C:16]=3[F:22])([C:13]#[N:14])[CH:11]([CH2:23][C:24]([CH3:27])([CH3:26])[CH3:25])[NH:10][CH:9]2[C:28]([OH:30])=O)[CH:5]=[CH:6][CH:7]=1.[C:32]([O:36][C:37]([N:39]1[CH2:44][CH2:43][C:42]([CH2:46][N:47]2[CH:51]=[CH:50][C:49]([NH2:52])=[N:48]2)([OH:45])[CH2:41][CH2:40]1)=[O:38])([CH3:35])([CH3:34])[CH3:33].CCN(C(C)C)C(C)C. The catalyst is C(Cl)Cl. The product is [C:32]([O:36][C:37]([N:39]1[CH2:40][CH2:41][C:42]([CH2:46][N:47]2[CH:51]=[CH:50][C:49]([NH:52][C:28]([C@H:9]3[C@H:8]([C:4]4[CH:5]=[CH:6][CH:7]=[C:2]([Cl:1])[C:3]=4[F:31])[C@:12]([C:15]4[CH:20]=[CH:19][C:18]([Cl:21])=[CH:17][C:16]=4[F:22])([C:13]#[N:14])[C@H:11]([CH2:23][C:24]([CH3:26])([CH3:25])[CH3:27])[NH:10]3)=[O:30])=[N:48]2)([OH:45])[CH2:43][CH2:44]1)=[O:38])([CH3:35])([CH3:33])[CH3:34]. The yield is 0.644. (7) The reactants are [CH3:1][C:2]1[C:3]([CH2:9][N:10]([CH:15]2[C:24]3[N:23]=[CH:22][CH:21]=[CH:20][C:19]=3[CH2:18][CH2:17][CH2:16]2)[CH2:11][CH2:12][CH2:13][NH2:14])=[N:4][CH:5]=[C:6]([CH3:8])[CH:7]=1.C[Si]([N:29]=[C:30]=[O:31])(C)C. The catalyst is CC(O)C. The product is [CH3:1][C:2]1[C:3]([CH2:9][N:10]([CH:15]2[C:24]3[N:23]=[CH:22][CH:21]=[CH:20][C:19]=3[CH2:18][CH2:17][CH2:16]2)[CH2:11][CH2:12][CH2:13][NH:14][C:30]([NH2:29])=[O:31])=[N:4][CH:5]=[C:6]([CH3:8])[CH:7]=1. The yield is 0.730. (8) The reactants are C(OC([NH:8][C@@H:9]([CH2:14][C:15]1[CH:20]=[CH:19][CH:18]=[CH:17][CH:16]=1)[C@H:10]([OH:13])[CH2:11]Cl)=O)(C)(C)C.CC([OH:24])C.[OH-:25].[Na+].C(O)(=O)CC(CC(O)=O)(C(O)=O)O. The catalyst is O. The product is [NH2:8][C@@H:9]([CH2:14][C:15]1[CH:16]=[CH:17][CH:18]=[CH:19][CH:20]=1)[C@@H:10]([OH:13])[C:11]([OH:24])=[O:25]. The yield is 0.940.